From a dataset of Full USPTO retrosynthesis dataset with 1.9M reactions from patents (1976-2016). Predict the reactants needed to synthesize the given product. (1) The reactants are: [Cl:1][C:2]1[CH:7]=[CH:6][C:5]([S:8]([NH:11][C:12]2[CH:34]=[CH:33][C:15]3[N:16]([C:25]4[CH:30]=[CH:29][C:28]([O:31][CH3:32])=[CH:27][CH:26]=4)[C:17]([C:19]4[CH:24]=[CH:23][CH:22]=[CH:21][CH:20]=4)=[N:18][C:14]=3[CH:13]=2)(=[O:10])=[O:9])=[CH:4][CH:3]=1.[H-].[Na+].[CH3:37][O:38][C:39](=[O:46])[CH2:40][CH2:41][CH2:42][CH2:43][CH2:44]Br. Given the product [CH3:37][O:38][C:39](=[O:46])[CH2:40][CH2:41][CH2:42][CH2:43][CH2:44][N:11]([S:8]([C:5]1[CH:6]=[CH:7][C:2]([Cl:1])=[CH:3][CH:4]=1)(=[O:10])=[O:9])[C:12]1[CH:34]=[CH:33][C:15]2[N:16]([C:25]3[CH:30]=[CH:29][C:28]([O:31][CH3:32])=[CH:27][CH:26]=3)[C:17]([C:19]3[CH:24]=[CH:23][CH:22]=[CH:21][CH:20]=3)=[N:18][C:14]=2[CH:13]=1, predict the reactants needed to synthesize it. (2) Given the product [CH3:25][O:26][C:27]1[CH:28]=[C:29]([N:35]2[CH2:36][CH2:37][N:38]([C:15]([C:4]3[C:5]4[C:6]5[C:11](=[CH:10][CH:9]=[CH:8][CH:7]=5)[C:12](=[O:14])[C:13]=4[CH:1]=[CH:2][CH:3]=3)=[O:16])[CH2:39][CH2:40]2)[CH:30]=[C:31]([O:33][CH3:34])[CH:32]=1, predict the reactants needed to synthesize it. The reactants are: [CH:1]1[C:13]2[C:12](=[O:14])[C:11]3[C:6](=[CH:7][CH:8]=[CH:9][CH:10]=3)[C:5]=2[C:4]([C:15](Cl)=[O:16])=[CH:3][CH:2]=1.CN1CCOCC1.[CH3:25][O:26][C:27]1[CH:28]=[C:29]([N:35]2[CH2:40][CH2:39][NH:38][CH2:37][CH2:36]2)[CH:30]=[C:31]([O:33][CH3:34])[CH:32]=1.F[P-](F)(F)(F)(F)F.N1(O[P+](N(C)C)(N(C)C)N(C)C)C2C=CC=CC=2N=N1.